The task is: Predict the product of the given reaction.. This data is from Forward reaction prediction with 1.9M reactions from USPTO patents (1976-2016). (1) Given the reactants [Cl:1][C:2]1[C:3]2[CH:12]=[CH:11][CH:10]=[C:9]([F:13])[C:4]=2[S:5][C:6]=1[CH:7]=O.[BH4-].[Na+].[CH3:16][NH2:17], predict the reaction product. The product is: [Cl:1][C:2]1[C:3]2[CH:12]=[CH:11][CH:10]=[C:9]([F:13])[C:4]=2[S:5][C:6]=1[CH2:7][NH:17][CH3:16]. (2) Given the reactants [C:1]([NH:8][C@@H:9]([C:18]([OH:20])=O)[CH2:10][C:11]1[CH:16]=[CH:15][C:14]([F:17])=[CH:13][CH:12]=1)([O:3][C:4]([CH3:7])([CH3:6])[CH3:5])=[O:2].[OH:21][CH:22]1[CH2:27][CH2:26][NH:25][CH2:24][CH2:23]1, predict the reaction product. The product is: [C:4]([O:3][C:1](=[O:2])[NH:8][C@H:9]([CH2:10][C:11]1[CH:12]=[CH:13][C:14]([F:17])=[CH:15][CH:16]=1)[C:18]([N:25]1[CH2:26][CH2:27][CH:22]([OH:21])[CH2:23][CH2:24]1)=[O:20])([CH3:5])([CH3:6])[CH3:7]. (3) Given the reactants [CH2:1]([O:3][C:4](=[O:14])[C:5](=[N:12]O)[C:6](=[O:11])[C:7]([F:10])([F:9])[F:8])[CH3:2].[ClH:15].[H][H], predict the reaction product. The product is: [ClH:15].[CH2:1]([O:3][C:4](=[O:14])[CH:5]([NH2:12])[C:6](=[O:11])[C:7]([F:8])([F:9])[F:10])[CH3:2]. (4) Given the reactants C[O:2][C:3]1[C:4]([N+:21]([O-:23])=[O:22])=[CH:5][C:6]2[CH:12]([CH3:13])[CH2:11][N:10]([C:14](=[O:19])[C:15]([F:18])([F:17])[F:16])[CH2:9][CH2:8][C:7]=2[N:20]=1.Br.CC(O)=O.C([O-])(O)=O.[Na+], predict the reaction product. The product is: [CH3:13][CH:12]1[CH2:11][N:10]([C:14](=[O:19])[C:15]([F:18])([F:17])[F:16])[CH2:9][CH2:8][C:7]2[N:20]=[C:3]([OH:2])[C:4]([N+:21]([O-:23])=[O:22])=[CH:5][C:6]1=2. (5) Given the reactants [CH2:1]([O:8][C:9]1[CH:10]=[C:11]([C:19]2[N:24]=[CH:23][C:22]([CH:25]=[C:26]3[S:30][C:29](=[O:31])[NH:28][C:27]3=[O:32])=[CH:21][CH:20]=2)[CH:12]=[C:13]([N+:16]([O-])=O)[C:14]=1[OH:15])[C:2]1[CH:7]=[CH:6][CH:5]=[CH:4][CH:3]=1.[PH2]([O-])=O.[Na+], predict the reaction product. The product is: [NH2:16][C:13]1[CH:12]=[C:11]([C:19]2[N:24]=[CH:23][C:22]([CH:25]=[C:26]3[S:30][C:29](=[O:31])[NH:28][C:27]3=[O:32])=[CH:21][CH:20]=2)[CH:10]=[C:9]([O:8][CH2:1][C:2]2[CH:3]=[CH:4][CH:5]=[CH:6][CH:7]=2)[C:14]=1[OH:15]. (6) Given the reactants [NH:1]1[CH2:9][CH2:8][NH:7][CH2:6][CH2:5][NH:4][CH2:3][CH2:2]1.[C:10]([OH:14])(=[O:13])[CH:11]=O, predict the reaction product. The product is: [C:10]([CH2:11][N:1]1[CH2:9][CH2:8][N:7]([CH2:11][C:10]([OH:14])=[O:13])[CH2:6][CH2:5][N:4]([CH2:11][C:10]([OH:14])=[O:13])[CH2:3][CH2:2]1)([OH:14])=[O:13].